This data is from NCI-60 drug combinations with 297,098 pairs across 59 cell lines. The task is: Regression. Given two drug SMILES strings and cell line genomic features, predict the synergy score measuring deviation from expected non-interaction effect. (1) Drug 1: CCC(=C(C1=CC=CC=C1)C2=CC=C(C=C2)OCCN(C)C)C3=CC=CC=C3.C(C(=O)O)C(CC(=O)O)(C(=O)O)O. Drug 2: C1=NC2=C(N1)C(=S)N=CN2. Cell line: OVCAR-4. Synergy scores: CSS=37.6, Synergy_ZIP=0.141, Synergy_Bliss=0.535, Synergy_Loewe=-40.3, Synergy_HSA=0.499. (2) Drug 1: CC1=C2C(C(=O)C3(C(CC4C(C3C(C(C2(C)C)(CC1OC(=O)C(C(C5=CC=CC=C5)NC(=O)OC(C)(C)C)O)O)OC(=O)C6=CC=CC=C6)(CO4)OC(=O)C)OC)C)OC. Drug 2: CNC(=O)C1=CC=CC=C1SC2=CC3=C(C=C2)C(=NN3)C=CC4=CC=CC=N4. Cell line: SF-539. Synergy scores: CSS=38.9, Synergy_ZIP=-5.11, Synergy_Bliss=-7.22, Synergy_Loewe=-17.7, Synergy_HSA=-2.39. (3) Drug 1: CC1C(C(CC(O1)OC2CC(CC3=C2C(=C4C(=C3O)C(=O)C5=C(C4=O)C(=CC=C5)OC)O)(C(=O)CO)O)N)O.Cl. Drug 2: CCN(CC)CCCC(C)NC1=C2C=C(C=CC2=NC3=C1C=CC(=C3)Cl)OC. Cell line: M14. Synergy scores: CSS=7.47, Synergy_ZIP=-1.91, Synergy_Bliss=2.54, Synergy_Loewe=-1.61, Synergy_HSA=-1.05.